From a dataset of Catalyst prediction with 721,799 reactions and 888 catalyst types from USPTO. Predict which catalyst facilitates the given reaction. (1) Reactant: CCN(C(C)C)C(C)C.Cl.[C:11]([O:15][C:16]([C:18]1[CH:23]=[CH:22][C:21]([NH:24][C:25]([CH:27]2[NH:32][CH2:31][CH:30]([CH:33]3[CH2:38][CH2:37][N:36]([C:39]([O:41][C:42]([CH3:45])([CH3:44])[CH3:43])=[O:40])[CH2:35][CH2:34]3)[CH2:29][CH:28]2[C:46]2[CH:51]=[CH:50][CH:49]=[CH:48][CH:47]=2)=[O:26])=[CH:20][CH:19]=1)=[O:17])([CH3:14])([CH3:13])[CH3:12].[Cl:52][C:53]1[CH:54]=[CH:55][C:56]([N:64]2[CH:68]=[N:67][N:66]=[N:65]2)=[C:57](/[CH:59]=[CH:60]/[C:61](O)=[O:62])[CH:58]=1.CN(C(ON1N=NC2C=CC=NC1=2)=[N+](C)C)C.F[P-](F)(F)(F)(F)F. Product: [C:11]([O:15][C:16]([C:18]1[CH:23]=[CH:22][C:21]([NH:24][C:25]([CH:27]2[N:32]([C:61](=[O:62])/[CH:60]=[CH:59]/[C:57]3[CH:58]=[C:53]([Cl:52])[CH:54]=[CH:55][C:56]=3[N:64]3[CH:68]=[N:67][N:66]=[N:65]3)[CH2:31][CH:30]([CH:33]3[CH2:38][CH2:37][N:36]([C:39]([O:41][C:42]([CH3:44])([CH3:45])[CH3:43])=[O:40])[CH2:35][CH2:34]3)[CH2:29][CH:28]2[C:46]2[CH:47]=[CH:48][CH:49]=[CH:50][CH:51]=2)=[O:26])=[CH:20][CH:19]=1)=[O:17])([CH3:12])([CH3:13])[CH3:14]. The catalyst class is: 39. (2) Reactant: Br[CH:2]([C:4]1[CH:17]=[CH:16][C:15]2[C:14](=[O:18])[C:13]3[C:8](=[CH:9][CH:10]=[CH:11][CH:12]=3)[C:7](=[O:19])[C:6]=2[CH:5]=1)[CH3:3].C(O)C.[CH3:23][N:24]1[CH2:29][CH2:28][NH:27][CH2:26][CH2:25]1.Cl. Product: [CH3:23][N:24]1[CH2:29][CH2:28][N:27]([CH:2]([C:4]2[CH:17]=[CH:16][C:15]3[C:14](=[O:18])[C:13]4[C:8](=[CH:9][CH:10]=[CH:11][CH:12]=4)[C:7](=[O:19])[C:6]=3[CH:5]=2)[CH3:3])[CH2:26][CH2:25]1. The catalyst class is: 6. (3) The catalyst class is: 3. Reactant: [N:1]1[CH:6]=[CH:5][CH:4]=[C:3]([CH2:7][O:8][C:9]([NH:11][C:12]2[S:13][CH:14]=[C:15]([CH2:17][C:18]([OH:20])=O)[N:16]=2)=[O:10])[CH:2]=1.CCN(C(C)C)C(C)C.CCN=C=NCCCN(C)C.C1C=CC2N(O)N=NC=2C=1.[NH2:51][CH2:52][CH2:53][CH2:54][CH2:55][CH2:56][C:57]([O:59][CH3:60])=[O:58]. Product: [N:1]1[CH:6]=[CH:5][CH:4]=[C:3]([CH2:7][O:8][C:9]([NH:11][C:12]2[S:13][CH:14]=[C:15]([CH2:17][C:18]([NH:51][CH2:52][CH2:53][CH2:54][CH2:55][CH2:56][C:57]([O:59][CH3:60])=[O:58])=[O:20])[N:16]=2)=[O:10])[CH:2]=1. (4) Reactant: [C:1]([C:5]1[CH:10]=[CH:9][C:8]([N:11]2[C:15](=[O:16])[C:14]([CH3:18])([CH3:17])[N:13]([CH2:19][C:20]3[CH:25]=[CH:24][N:23]4[O:26][C:27](=S)[N:28]=[C:22]4[CH:21]=3)[C:12]2=[O:30])=[CH:7][CH:6]=1)([CH3:4])([CH3:3])[CH3:2].[N:31]1([CH2:36][CH2:37][CH2:38][CH2:39][NH2:40])[CH2:35][CH2:34][CH2:33][CH2:32]1. Product: [C:1]([C:5]1[CH:10]=[CH:9][C:8]([N:11]2[C:15](=[O:16])[C:14]([CH3:18])([CH3:17])[N:13]([CH2:19][C:20]3[CH:25]=[CH:24][N:23]=[C:22]([NH:28][C:27]([NH:40][CH2:39][CH2:38][CH2:37][CH2:36][N:31]4[CH2:35][CH2:34][CH2:33][CH2:32]4)=[O:26])[CH:21]=3)[C:12]2=[O:30])=[CH:7][CH:6]=1)([CH3:4])([CH3:3])[CH3:2]. The catalyst class is: 12.